From a dataset of Full USPTO retrosynthesis dataset with 1.9M reactions from patents (1976-2016). Predict the reactants needed to synthesize the given product. (1) Given the product [NH2:49][C:40](=[O:42])[CH2:39][C:34]1[CH:35]=[CH:36][CH:37]=[CH:38][C:33]=1[CH2:32][CH2:31][C:29]1[C:28]([C:44]([F:47])([F:45])[F:46])=[CH:27][N:26]=[C:25]([NH:24][C:21]2[CH:22]=[CH:23][C:18]([N:15]3[CH2:14][CH2:13][CH:12]([NH:11][C:9](=[O:10])[O:8][C:4]([CH3:5])([CH3:6])[CH3:7])[CH2:17][CH2:16]3)=[CH:19][CH:20]=2)[N:30]=1, predict the reactants needed to synthesize it. The reactants are: O.[OH-].[Li+].[C:4]([O:8][C:9]([NH:11][CH:12]1[CH2:17][CH2:16][N:15]([C:18]2[CH:23]=[CH:22][C:21]([NH:24][C:25]3[N:30]=[C:29]([CH2:31][CH2:32][C:33]4[CH:38]=[CH:37][CH:36]=[CH:35][C:34]=4[CH2:39][C:40]([O:42]C)=O)[C:28]([C:44]([F:47])([F:46])[F:45])=[CH:27][N:26]=3)=[CH:20][CH:19]=2)[CH2:14][CH2:13]1)=[O:10])([CH3:7])([CH3:6])[CH3:5].O[N:49]1C2C=CC=CC=2N=N1.CCN=C=NCCCN(C)C.Cl.C(N(CC)C(C)C)(C)C.C(=O)([O-])[O-].[NH4+].[NH4+]. (2) Given the product [CH3:26][O:25][C:20]1[CH:19]=[C:18]2[C:17](=[CH:22][C:21]=1[O:23][CH3:24])[CH:28]([C:29]#[N:30])[CH2:27]2, predict the reactants needed to synthesize it. The reactants are: C(NC(C)C)(C)C.C([Li])CCC.CN(C)S(=O)(=O)O[C:17]1[CH:22]=[C:21]([O:23][CH3:24])[C:20]([O:25][CH3:26])=[CH:19][C:18]=1[CH2:27][CH2:28][C:29]#[N:30].O. (3) Given the product [CH2:6]([O:5][C:3](=[O:4])[CH2:2][O:18][C:11]1[CH:10]=[C:9]([I:8])[CH:17]=[CH:16][C:12]=1[C:13]([O:15][CH3:20])=[O:14])[CH3:7], predict the reactants needed to synthesize it. The reactants are: Br[CH2:2][C:3]([O:5][CH2:6][CH3:7])=[O:4].[I:8][C:9]1[CH:10]=[C:11]([O:18]C)[C:12](=[CH:16][CH:17]=1)[C:13]([O-:15])=[O:14].[C:20](=O)([O-])[O-].[K+].[K+].[I-].[K+]. (4) Given the product [ClH:25].[CH3:1][C@H:2]([O:6][C:7]1[CH:8]=[CH:9][C:10]2[CH2:11][NH:12][CH2:13][CH2:14][O:15][C:16]=2[N:17]=1)[CH:3]([CH3:4])[CH3:5], predict the reactants needed to synthesize it. The reactants are: [CH3:1][C@H:2]([O:6][C:7]1[CH:8]=[CH:9][C:10]2[CH2:11][N:12](C(OC(C)(C)C)=O)[CH2:13][CH2:14][O:15][C:16]=2[N:17]=1)[CH:3]([CH3:5])[CH3:4].[ClH:25].C(OCC)(=O)C. (5) Given the product [CH3:25][C:2]([NH:3][C:4]1[C:13]([CH3:14])=[N:12][C:11]2[C:6](=[C:7]([C:15]3[NH:23][C:22]4[CH2:21][CH2:20][NH:19][C:18](=[O:24])[C:17]=4[CH:16]=3)[CH:8]=[CH:9][CH:10]=2)[N:5]=1)([CH3:1])[C:26]([OH:28])=[O:27], predict the reactants needed to synthesize it. The reactants are: [CH3:1][C:2]([C:26]([O:28]C)=[O:27])([CH3:25])[NH:3][C:4]1[C:13]([CH3:14])=[N:12][C:11]2[C:6](=[C:7]([C:15]3[NH:23][C:22]4[CH2:21][CH2:20][NH:19][C:18](=[O:24])[C:17]=4[CH:16]=3)[CH:8]=[CH:9][CH:10]=2)[N:5]=1.[Li+].[OH-].CO.Cl. (6) Given the product [Cl:28][C:24]1[CH:25]=[C:26]([F:27])[C:21]([C:18]2([C:16]([N:14]3[CH2:15][C@H:11]([S:8]([C:3]4[CH:4]=[CH:5][CH:6]=[CH:7][C:2]=4[Cl:1])(=[O:9])=[O:10])[CH2:12][C@H:13]3[C:29]([NH:42][C@@H:38]([CH:39]([CH3:41])[CH3:40])[C:37](=[O:43])[C:36]([NH:35][CH:32]3[CH2:34][CH2:33]3)=[O:44])=[O:31])=[O:17])[CH2:19][CH2:20]2)=[N:22][CH:23]=1, predict the reactants needed to synthesize it. The reactants are: [Cl:1][C:2]1[CH:7]=[CH:6][CH:5]=[CH:4][C:3]=1[S:8]([C@H:11]1[CH2:15][N:14]([C:16]([C:18]2([C:21]3[C:26]([F:27])=[CH:25][C:24]([Cl:28])=[CH:23][N:22]=3)[CH2:20][CH2:19]2)=[O:17])[C@H:13]([C:29]([OH:31])=O)[CH2:12]1)(=[O:10])=[O:9].[CH:32]1([NH:35][C:36](=[O:44])[C:37](=[O:43])[C@@H:38]([NH2:42])[CH:39]([CH3:41])[CH3:40])[CH2:34][CH2:33]1. (7) Given the product [ClH:25].[C:1]([C:5]1[C:10]([O:11][CH2:12][CH3:13])=[CH:9][C:8]([C:14]2[N:15]([C:33]([N:46]3[CH2:45][CH2:44][N:43]([CH2:42][C:41]([N:40]([CH3:50])[CH3:39])=[O:49])[CH2:48][CH2:47]3)=[O:34])[C@H:16]([C:26]3[CH:27]=[CH:28][C:29]([Cl:32])=[CH:30][CH:31]=3)[C@H:17]([C:19]3[CH:24]=[CH:23][C:22]([Cl:25])=[CH:21][CH:20]=3)[N:18]=2)=[C:7]([O:36][CH2:37][CH3:38])[CH:6]=1)([CH3:3])([CH3:4])[CH3:2], predict the reactants needed to synthesize it. The reactants are: [C:1]([C:5]1[C:10]([O:11][CH2:12][CH3:13])=[CH:9][C:8]([C:14]2[N:15]([C:33](Cl)=[O:34])[C@H:16]([C:26]3[CH:31]=[CH:30][C:29]([Cl:32])=[CH:28][CH:27]=3)[C@H:17]([C:19]3[CH:24]=[CH:23][C:22]([Cl:25])=[CH:21][CH:20]=3)[N:18]=2)=[C:7]([O:36][CH2:37][CH3:38])[CH:6]=1)([CH3:4])([CH3:3])[CH3:2].[CH3:39][N:40]([CH3:50])[C:41](=[O:49])[CH2:42][N:43]1[CH2:48][CH2:47][NH:46][CH2:45][CH2:44]1. (8) Given the product [CH3:37][CH:36]([CH3:38])[C:35]([NH:34][C:30]1[CH:31]=[CH:32][CH:33]=[C:28]([CH:25]2[CH2:24][CH2:23][N:22]([CH2:21][C:17]3[CH:16]=[C:15]4[C:20](=[CH:19][CH:18]=3)[N:12]([C:2]3[C:11]5[C:6](=[CH:7][CH:8]=[CH:9][CH:10]=5)[CH:5]=[CH:4][CH:3]=3)[CH:13]=[CH:14]4)[CH2:27][CH2:26]2)[CH:29]=1)=[O:39], predict the reactants needed to synthesize it. The reactants are: I[C:2]1[C:11]2[C:6](=[CH:7][CH:8]=[CH:9][CH:10]=2)[CH:5]=[CH:4][CH:3]=1.[NH:12]1[C:20]2[C:15](=[CH:16][C:17]([CH2:21][N:22]3[CH2:27][CH2:26][CH:25]([C:28]4[CH:29]=[C:30]([NH:34][C:35](=[O:39])[CH:36]([CH3:38])[CH3:37])[CH:31]=[CH:32][CH:33]=4)[CH2:24][CH2:23]3)=[CH:18][CH:19]=2)[CH:14]=[CH:13]1. (9) Given the product [F:16][C:17]([F:30])([F:29])[O:18][C:19]1[CH:24]=[CH:23][CH:22]=[CH:21][C:20]=1[S:25]([N:9]1[CH2:8][CH2:7][C:6]2([C:4](=[O:5])[N:42]([C:39]3[CH:40]=[CH:41][C:36]([O:35][CH2:34][CH2:33][C:32]([F:31])([F:43])[F:44])=[CH:37][CH:38]=3)[CH2:13][CH2:12]2)[CH2:11][CH2:10]1)(=[O:27])=[O:26], predict the reactants needed to synthesize it. The reactants are: C(O[C:4]([C:6]1([CH2:12][CH2:13]OC)[CH2:11][CH2:10][NH:9][CH2:8][CH2:7]1)=[O:5])C.[F:16][C:17]([F:30])([F:29])[O:18][C:19]1[CH:24]=[CH:23][CH:22]=[CH:21][C:20]=1[S:25](Cl)(=[O:27])=[O:26].[F:31][C:32]([F:44])([F:43])[CH2:33][CH2:34][O:35][C:36]1[CH:41]=[CH:40][C:39]([NH2:42])=[CH:38][CH:37]=1.